Dataset: Full USPTO retrosynthesis dataset with 1.9M reactions from patents (1976-2016). Task: Predict the reactants needed to synthesize the given product. (1) Given the product [C:16]([CH2:17][NH:18][C:11]([C:7]1[CH:6]=[C:5]2[C:10](=[CH:9][CH:8]=1)[N:1]=[CH:2][CH:3]=[CH:4]2)=[O:13])#[N:15], predict the reactants needed to synthesize it. The reactants are: [N:1]1[C:10]2[C:5](=[CH:6][C:7]([C:11]([OH:13])=O)=[CH:8][CH:9]=2)[CH:4]=[CH:3][CH:2]=1.Cl.[NH2:15][CH2:16][C:17]#[N:18].F[P-](F)(F)(F)(F)F.N1([P+](N(C)C)(N(C)C)N(C)C)C2C=CC=CC=2N=N1.C(N(CC)CC)C. (2) Given the product [S:35]1[CH:34]=[C:33]([C:2]2[C:10]3[C:5](=[CH:6][CH:7]=[C:8]([NH:11][S:12]([C:15]4[CH:20]=[CH:19][CH:18]=[CH:17][C:16]=4[S:21]([CH3:24])(=[O:23])=[O:22])(=[O:14])=[O:13])[CH:9]=3)[NH:4][N:3]=2)[C:41]2[CH:40]=[CH:39][CH:38]=[CH:37][C:36]1=2, predict the reactants needed to synthesize it. The reactants are: I[C:2]1[C:10]2[C:5](=[CH:6][CH:7]=[C:8]([NH:11][S:12]([C:15]3[CH:20]=[CH:19][CH:18]=[CH:17][C:16]=3[S:21]([CH3:24])(=[O:23])=[O:22])(=[O:14])=[O:13])[CH:9]=2)[N:4](C(OC(C)(C)C)=O)[N:3]=1.B(O)(O)[C:33]1[C:41]2[C:36](=[CH:37][CH:38]=[CH:39][CH:40]=2)[S:35][CH:34]=1.C(=O)([O-])O.[Na+]. (3) Given the product [CH3:1][O:2]/[N:3]=[C:4](/[C:28]1[CH:29]=[CH:30][CH:31]=[CH:32][CH:33]=1)\[CH2:5][O:6][C:7]1[CH:27]=[CH:26][C:10]([CH2:11][O:12][C:13]2[N:18]=[CH:17][C:16]([CH2:19][CH2:20][C:21]([OH:23])=[O:22])=[CH:15][CH:14]=2)=[CH:9][CH:8]=1, predict the reactants needed to synthesize it. The reactants are: [CH3:1][O:2]/[N:3]=[C:4](/[C:28]1[CH:33]=[CH:32][CH:31]=[CH:30][CH:29]=1)\[CH2:5][O:6][C:7]1[CH:27]=[CH:26][C:10]([CH2:11][O:12][C:13]2[N:18]=[CH:17][C:16]([CH2:19][CH2:20][C:21]([O:23]CC)=[O:22])=[CH:15][CH:14]=2)=[CH:9][CH:8]=1.C1COCC1.[OH-].[Na+]. (4) Given the product [OH:2][C:3]1[CH:8]=[CH:7][C:6]([CH2:9][CH2:10][O:11][N:12]2[C:16]3[CH:17]=[CH:18][CH:19]=[C:20]([CH3:21])[C:15]=3[N:14]=[C:13]2[CH3:22])=[CH:5][CH:4]=1, predict the reactants needed to synthesize it. The reactants are: C[O:2][C:3]1[CH:8]=[CH:7][C:6]([CH2:9][CH2:10][O:11][N:12]2[C:16]3[CH:17]=[CH:18][CH:19]=[C:20]([CH3:21])[C:15]=3[N:14]=[C:13]2[CH3:22])=[CH:5][CH:4]=1.B(Br)(Br)Br. (5) Given the product [CH3:14][N:15]([CH3:16])[CH2:2][CH2:3][O:4][NH:5][CH2:6][C:7]1[CH:12]=[CH:11][C:10]([F:13])=[CH:9][CH:8]=1, predict the reactants needed to synthesize it. The reactants are: Cl[CH2:2][CH2:3][O:4][NH:5][CH2:6][C:7]1[CH:12]=[CH:11][C:10]([F:13])=[CH:9][CH:8]=1.[CH3:14][NH:15][CH3:16].[I-].[Na+]. (6) Given the product [CH2:14]([O:13][C:12]1[C:11](=[O:21])[N:10]=[C:9]([CH2:22][C:23]2([C:28]3[C:37]4[C:32](=[CH:33][CH:34]=[CH:35][CH:36]=4)[CH:31]=[CH:30][CH:29]=3)[CH2:27][CH2:26][CH2:25][CH2:24]2)[N:8]2[CH2:39][CH2:38][N:4]([CH:1]3[CH2:3][CH2:2]3)[C:5](=[O:6])[C:7]=12)[C:15]1[CH:16]=[CH:17][CH:18]=[CH:19][CH:20]=1, predict the reactants needed to synthesize it. The reactants are: [CH:1]1([N:4]([CH2:38][CH2:39]O)[C:5]([C:7]2[C:12]([O:13][CH2:14][C:15]3[CH:20]=[CH:19][CH:18]=[CH:17][CH:16]=3)=[C:11]([OH:21])[N:10]=[C:9]([CH2:22][C:23]3([C:28]4[C:37]5[C:32](=[CH:33][CH:34]=[CH:35][CH:36]=5)[CH:31]=[CH:30][CH:29]=4)[CH2:27][CH2:26][CH2:25][CH2:24]3)[N:8]=2)=[O:6])[CH2:3][CH2:2]1.N(C(OC(C)C)=O)=NC(OC(C)C)=O.C1(P(C2C=CC=CC=2)C2C=CC=CC=2)C=CC=CC=1.